From a dataset of Forward reaction prediction with 1.9M reactions from USPTO patents (1976-2016). Predict the product of the given reaction. (1) Given the reactants [CH2:1]([N:8]([CH2:20][CH2:21][CH3:22])[C:9]1[C:14]2[N:15]([CH3:19])[C:16](Cl)=[N:17][C:13]=2[CH:12]=[CH:11][CH:10]=1)[C:2]1[CH:7]=[CH:6][CH:5]=[CH:4][CH:3]=1.[C:23]1([CH3:32])[CH:28]=[C:27]([CH3:29])[CH:26]=[C:25]([CH3:30])[C:24]=1[NH2:31], predict the reaction product. The product is: [CH2:1]([N:8]([CH2:20][CH2:21][CH3:22])[C:9]1[C:14]2[N:15]([CH3:19])[C:16]([NH:31][C:24]3[C:25]([CH3:30])=[CH:26][C:27]([CH3:29])=[CH:28][C:23]=3[CH3:32])=[N:17][C:13]=2[CH:12]=[CH:11][CH:10]=1)[C:2]1[CH:7]=[CH:6][CH:5]=[CH:4][CH:3]=1. (2) Given the reactants C[O:2][C:3](=[O:31])[CH2:4][CH2:5][CH2:6][O:7][C:8]1[CH:17]=[CH:16][C:15]2[C:10](=[CH:11][CH:12]=[C:13]([CH2:18][CH:19]3[CH2:23][CH2:22][N:21]([CH:24]4[CH2:29][CH2:28][CH2:27][CH2:26][CH2:25]4)[C:20]3=[O:30])[CH:14]=2)[CH:9]=1.[OH-].[K+], predict the reaction product. The product is: [CH:24]1([N:21]2[CH2:22][CH2:23][CH:19]([CH2:18][C:13]3[CH:14]=[C:15]4[C:10](=[CH:11][CH:12]=3)[CH:9]=[C:8]([O:7][CH2:6][CH2:5][CH2:4][C:3]([OH:31])=[O:2])[CH:17]=[CH:16]4)[C:20]2=[O:30])[CH2:25][CH2:26][CH2:27][CH2:28][CH2:29]1. (3) Given the reactants Cl.[F:2][C:3]1[CH:8]=[CH:7][C:6]([S:9]([CH2:12][CH:13]2[CH2:16][NH:15][CH2:14]2)(=[O:11])=[O:10])=[CH:5][CH:4]=1.C(=O)([O-])[O-].[K+].[K+].[I-].[Na+].[Cl:25][CH2:26][CH2:27][CH2:28][C:29]([C:31]1[CH:36]=[CH:35][C:34]([F:37])=[CH:33][CH:32]=1)=[O:30].Cl, predict the reaction product. The product is: [ClH:25].[F:37][C:34]1[CH:33]=[CH:32][C:31]([C:29](=[O:30])[CH2:28][CH2:27][CH2:26][N:15]2[CH2:16][CH:13]([CH2:12][S:9]([C:6]3[CH:7]=[CH:8][C:3]([F:2])=[CH:4][CH:5]=3)(=[O:11])=[O:10])[CH2:14]2)=[CH:36][CH:35]=1. (4) The product is: [CH2:1]([C@H:8]1[CH2:12][O:11][C:10](=[O:13])[N:9]1[C:14]([C@H:15]([CH2:16][CH:17]=[CH2:18])[CH2:31][C:32]([O:34][C:35]([CH3:38])([CH3:37])[CH3:36])=[O:33])=[O:19])[C:2]1[CH:3]=[CH:4][CH:5]=[CH:6][CH:7]=1. Given the reactants [CH2:1]([C@H:8]1[CH2:12][O:11][C:10](=[O:13])[N:9]1[C:14](=[O:19])[CH2:15][CH2:16][CH:17]=[CH2:18])[C:2]1[CH:7]=[CH:6][CH:5]=[CH:4][CH:3]=1.C[Si]([N-][Si](C)(C)C)(C)C.[Na+].Br[CH2:31][C:32]([O:34][C:35]([CH3:38])([CH3:37])[CH3:36])=[O:33], predict the reaction product. (5) The product is: [CH2:20]([O:19][C:17]([N:2]1[CH2:3][CH2:4][C:5]2[CH:6]=[CH:7][CH:12]=[CH:11][C:10]=2[CH2:9][CH2:8]1)=[O:18])[CH3:21]. Given the reactants Cl.[NH:2]1[C:8]2[CH:9]=[CH:10][CH:11]=[CH:12][C:7]=2[CH:6]=[CH:5][CH:4]=[CH:3]1.C(Cl)Cl.Cl[C:17]([O:19][CH2:20][CH3:21])=[O:18], predict the reaction product. (6) Given the reactants [CH3:1][C:2]1([CH3:35])[CH:7]=[C:6]([C:8]2[S:9][C:10]([C:13]3[CH:18]=[C:17]([NH:19][C:20]4[N:25]=[C:24]([C:26]([F:29])([F:28])[F:27])[CH:23]=[CH:22][N:21]=4)[CH:16]=[C:15]([CH3:30])[CH:14]=3)=[CH:11][N:12]=2)[CH2:5][CH2:4][CH:3]1[C:31]([O:33][CH3:34])=[O:32].[H][H], predict the reaction product. The product is: [CH3:1][C:2]1([CH3:35])[CH2:7][CH:6]([C:8]2[S:9][C:10]([C:13]3[CH:18]=[C:17]([NH:19][C:20]4[N:25]=[C:24]([C:26]([F:28])([F:29])[F:27])[CH:23]=[CH:22][N:21]=4)[CH:16]=[C:15]([CH3:30])[CH:14]=3)=[CH:11][N:12]=2)[CH2:5][CH2:4][CH:3]1[C:31]([O:33][CH3:34])=[O:32]. (7) Given the reactants [CH3:1][O:2][CH:3]1[CH2:6][N:5]([C:7]2[N:12]=[CH:11][C:10]([C:13]3[CH2:14][CH2:15][N:16](C([O-])=O)[CH2:17][CH:18]=3)=[CH:9][N:8]=2)[CH2:4]1.Cl.O1CCOCC1, predict the reaction product. The product is: [CH3:1][O:2][CH:3]1[CH2:4][N:5]([C:7]2[N:8]=[CH:9][C:10]([CH:13]3[CH2:14][CH2:15][NH:16][CH2:17][CH2:18]3)=[CH:11][N:12]=2)[CH2:6]1.